This data is from Forward reaction prediction with 1.9M reactions from USPTO patents (1976-2016). The task is: Predict the product of the given reaction. (1) Given the reactants [NH2:1][C:2]1[CH:7]=[C:6]([O:8][C:9]2[CH:14]=[CH:13][C:12]([NH:15][C:16]([C:18]3([C:21]([NH:23][C:24]4[CH:29]=[CH:28][C:27]([F:30])=[CH:26][CH:25]=4)=[O:22])[CH2:20][CH2:19]3)=[O:17])=[CH:11][C:10]=2[F:31])[CH:5]=[CH:4][N:3]=1.C(N(CC)CC)C.Cl[C:40](OC1C=CC=CC=1)=[O:41].FC(F)(F)C(O)=O.[OH:56][CH2:57][CH:58]1[CH2:61][NH:60][CH2:59]1, predict the reaction product. The product is: [F:31][C:10]1[CH:11]=[C:12]([NH:15][C:16]([C:18]2([C:21]([NH:23][C:24]3[CH:25]=[CH:26][C:27]([F:30])=[CH:28][CH:29]=3)=[O:22])[CH2:20][CH2:19]2)=[O:17])[CH:13]=[CH:14][C:9]=1[O:8][C:6]1[CH:5]=[CH:4][N:3]=[C:2]([NH:1][C:40]([N:60]2[CH2:61][CH:58]([CH2:57][OH:56])[CH2:59]2)=[O:41])[CH:7]=1. (2) Given the reactants [Cl:1][C:2]1[N:7]=[C:6]([NH:8][CH:9]2[CH2:11][CH2:10]2)[CH:5]=[CH:4][N:3]=1.[H-].[Na+].[CH3:14][CH:15]([CH3:20])[CH2:16][C:17](Cl)=[O:18], predict the reaction product. The product is: [Cl:1][C:2]1[N:7]=[C:6]([N:8]([CH:9]2[CH2:11][CH2:10]2)[C:17](=[O:18])[CH2:16][CH:15]([CH3:20])[CH3:14])[CH:5]=[CH:4][N:3]=1. (3) Given the reactants [Cl:1][C:2]1[C:3]([O:17][CH2:18][CH3:19])=[C:4]([C:13](OC)=[O:14])[C:5]2[O:9][C:8]([CH2:10][CH3:11])=[CH:7][C:6]=2[CH:12]=1.[H-].[H-].[H-].[H-].[Li+].[Al+3], predict the reaction product. The product is: [Cl:1][C:2]1[C:3]([O:17][CH2:18][CH3:19])=[C:4]([CH2:13][OH:14])[C:5]2[O:9][C:8]([CH2:10][CH3:11])=[CH:7][C:6]=2[CH:12]=1.[CH2:18]([O:17][C:3]1[CH:2]=[CH:12][C:6]2[CH:7]=[C:8]([CH2:10][CH3:11])[O:9][C:5]=2[C:4]=1[CH2:13][OH:14])[CH3:19]. (4) Given the reactants Br[C:2]1[CH:11]=[N:10][C:9]2[NH:8][C:7]3[CH:12]=[CH:13][C:14]([C:16]#[N:17])=[CH:15][C:6]=3[C:5]([C:23]([F:26])([F:25])[F:24])([CH2:18][O:19][CH:20]([CH3:22])[CH3:21])[C:4]=2[CH:3]=1.CCOC(C)=O.CCCCCC.[CH3:39][N:40](C=O)C, predict the reaction product. The product is: [C:39]([C:2]1[CH:11]=[N:10][C:9]2[NH:8][C:7]3[CH:12]=[CH:13][C:14]([C:16]#[N:17])=[CH:15][C:6]=3[C:5]([C:23]([F:26])([F:24])[F:25])([CH2:18][O:19][CH:20]([CH3:21])[CH3:22])[C:4]=2[CH:3]=1)#[N:40].